This data is from Catalyst prediction with 721,799 reactions and 888 catalyst types from USPTO. The task is: Predict which catalyst facilitates the given reaction. Reactant: [NH2:1][C:2]([CH3:14])([CH3:13])[CH2:3][O:4][C:5]1[CH:12]=[CH:11][C:8]([C:9]#[N:10])=[CH:7][CH:6]=1.[C:15](O[C:15]([O:17][C:18]([CH3:21])([CH3:20])[CH3:19])=[O:16])([O:17][C:18]([CH3:21])([CH3:20])[CH3:19])=[O:16].O. Product: [C:18]([O:17][C:15](=[O:16])[NH:1][C:2]([CH3:14])([CH3:13])[CH2:3][O:4][C:5]1[CH:12]=[CH:11][C:8]([C:9]#[N:10])=[CH:7][CH:6]=1)([CH3:21])([CH3:20])[CH3:19]. The catalyst class is: 236.